This data is from NCI-60 drug combinations with 297,098 pairs across 59 cell lines. The task is: Regression. Given two drug SMILES strings and cell line genomic features, predict the synergy score measuring deviation from expected non-interaction effect. (1) Drug 1: CC1C(C(CC(O1)OC2CC(OC(C2O)C)OC3=CC4=CC5=C(C(=O)C(C(C5)C(C(=O)C(C(C)O)O)OC)OC6CC(C(C(O6)C)O)OC7CC(C(C(O7)C)O)OC8CC(C(C(O8)C)O)(C)O)C(=C4C(=C3C)O)O)O)O. Drug 2: C(CC(=O)O)C(=O)CN.Cl. Cell line: SNB-19. Synergy scores: CSS=14.2, Synergy_ZIP=-1.93, Synergy_Bliss=-2.24, Synergy_Loewe=-31.9, Synergy_HSA=-1.79. (2) Drug 1: CC1C(C(=O)NC(C(=O)N2CCCC2C(=O)N(CC(=O)N(C(C(=O)O1)C(C)C)C)C)C(C)C)NC(=O)C3=C4C(=C(C=C3)C)OC5=C(C(=O)C(=C(C5=N4)C(=O)NC6C(OC(=O)C(N(C(=O)CN(C(=O)C7CCCN7C(=O)C(NC6=O)C(C)C)C)C)C(C)C)C)N)C. Drug 2: CC12CCC3C(C1CCC2OP(=O)(O)O)CCC4=C3C=CC(=C4)OC(=O)N(CCCl)CCCl.[Na+]. Cell line: OVCAR3. Synergy scores: CSS=51.8, Synergy_ZIP=27.3, Synergy_Bliss=32.2, Synergy_Loewe=9.56, Synergy_HSA=24.0. (3) Drug 1: CN1CCC(CC1)COC2=C(C=C3C(=C2)N=CN=C3NC4=C(C=C(C=C4)Br)F)OC. Drug 2: CC1=C(N=C(N=C1N)C(CC(=O)N)NCC(C(=O)N)N)C(=O)NC(C(C2=CN=CN2)OC3C(C(C(C(O3)CO)O)O)OC4C(C(C(C(O4)CO)O)OC(=O)N)O)C(=O)NC(C)C(C(C)C(=O)NC(C(C)O)C(=O)NCCC5=NC(=CS5)C6=NC(=CS6)C(=O)NCCC[S+](C)C)O. Cell line: MALME-3M. Synergy scores: CSS=-1.03, Synergy_ZIP=-3.06, Synergy_Bliss=-7.52, Synergy_Loewe=-7.71, Synergy_HSA=-7.15. (4) Drug 1: CC1C(C(=O)NC(C(=O)N2CCCC2C(=O)N(CC(=O)N(C(C(=O)O1)C(C)C)C)C)C(C)C)NC(=O)C3=C4C(=C(C=C3)C)OC5=C(C(=O)C(=C(C5=N4)C(=O)NC6C(OC(=O)C(N(C(=O)CN(C(=O)C7CCCN7C(=O)C(NC6=O)C(C)C)C)C)C(C)C)C)N)C. Drug 2: C(=O)(N)NO. Cell line: LOX IMVI. Synergy scores: CSS=29.4, Synergy_ZIP=1.64, Synergy_Bliss=5.15, Synergy_Loewe=-14.5, Synergy_HSA=2.02. (5) Drug 1: CC1C(C(CC(O1)OC2CC(CC3=C2C(=C4C(=C3O)C(=O)C5=C(C4=O)C(=CC=C5)OC)O)(C(=O)C)O)N)O.Cl. Drug 2: CC1C(C(CC(O1)OC2CC(OC(C2O)C)OC3=CC4=CC5=C(C(=O)C(C(C5)C(C(=O)C(C(C)O)O)OC)OC6CC(C(C(O6)C)O)OC7CC(C(C(O7)C)O)OC8CC(C(C(O8)C)O)(C)O)C(=C4C(=C3C)O)O)O)O. Cell line: NCI-H226. Synergy scores: CSS=2.08, Synergy_ZIP=-3.62, Synergy_Bliss=-3.42, Synergy_Loewe=-8.01, Synergy_HSA=-5.82. (6) Drug 1: CC1=C2C(C(=O)C3(C(CC4C(C3C(C(C2(C)C)(CC1OC(=O)C(C(C5=CC=CC=C5)NC(=O)C6=CC=CC=C6)O)O)OC(=O)C7=CC=CC=C7)(CO4)OC(=O)C)O)C)OC(=O)C. Drug 2: CC1C(C(CC(O1)OC2CC(CC3=C2C(=C4C(=C3O)C(=O)C5=C(C4=O)C(=CC=C5)OC)O)(C(=O)CO)O)N)O.Cl. Cell line: NCI-H522. Synergy scores: CSS=40.8, Synergy_ZIP=-5.74, Synergy_Bliss=-4.55, Synergy_Loewe=-5.11, Synergy_HSA=-1.96. (7) Drug 1: CNC(=O)C1=CC=CC=C1SC2=CC3=C(C=C2)C(=NN3)C=CC4=CC=CC=N4. Synergy scores: CSS=-2.98, Synergy_ZIP=-0.540, Synergy_Bliss=0.949, Synergy_Loewe=-2.86, Synergy_HSA=-2.27. Cell line: SK-MEL-2. Drug 2: C1CN(CCN1C(=O)CCBr)C(=O)CCBr.